This data is from Peptide-MHC class I binding affinity with 185,985 pairs from IEDB/IMGT. The task is: Regression. Given a peptide amino acid sequence and an MHC pseudo amino acid sequence, predict their binding affinity value. This is MHC class I binding data. (1) The peptide sequence is FICWHSSEI. The MHC is HLA-A02:01 with pseudo-sequence HLA-A02:01. The binding affinity (normalized) is 0.633. (2) The peptide sequence is LMARRARSL. The MHC is HLA-B15:01 with pseudo-sequence HLA-B15:01. The binding affinity (normalized) is 0.723. (3) The peptide sequence is AEIVDTVSA. The MHC is HLA-B40:01 with pseudo-sequence HLA-B40:01. The binding affinity (normalized) is 0.447.